Dataset: Catalyst prediction with 721,799 reactions and 888 catalyst types from USPTO. Task: Predict which catalyst facilitates the given reaction. (1) Reactant: [Cl:1][C:2]1[CH:3]=[C:4]([CH:6]=[CH:7][C:8]=1[C:9]([F:12])([F:11])[F:10])N.C1(C)C=CC(S(O)(=O)=O)=CC=1.[I-:24].[K+].N([O-])=O.[Na+].C([O-])(O)=O.[Na+].S([O-])([O-])(=O)=S.[Na+].[Na+]. Product: [Cl:1][C:2]1[CH:3]=[C:4]([I:24])[CH:6]=[CH:7][C:8]=1[C:9]([F:12])([F:11])[F:10]. The catalyst class is: 144. (2) Reactant: [Cl:1][C:2]1[CH:7]=[CH:6][CH:5]=[CH:4][C:3]=1[C:8]1[N:9]([CH2:26][CH:27]2[CH2:32][CH2:31][O:30][CH2:29][CH2:28]2)[C:10]2[C:15]([N:16]=1)=[C:14]([N:17]1[CH2:22][CH2:21][N:20]([CH2:23][CH3:24])[CH2:19][CH2:18]1)[N:13]=[C:12]([CH3:25])[N:11]=2.Cl. Product: [ClH:1].[Cl:1][C:2]1[CH:7]=[CH:6][CH:5]=[CH:4][C:3]=1[C:8]1[N:9]([CH2:26][CH:27]2[CH2:28][CH2:29][O:30][CH2:31][CH2:32]2)[C:10]2[C:15]([N:16]=1)=[C:14]([N:17]1[CH2:18][CH2:19][N:20]([CH2:23][CH3:24])[CH2:21][CH2:22]1)[N:13]=[C:12]([CH3:25])[N:11]=2. The catalyst class is: 27. (3) Reactant: [F:8][C:7]([F:10])([F:9])[C:6](O[C:6](=[O:11])[C:7]([F:10])([F:9])[F:8])=[O:11].[I:14][C:15]1[C:23]2[O:22][N:21]=[C:20]([NH2:24])[C:19]=2[CH:18]=[CH:17][C:16]=1[CH3:25]. Product: [F:10][C:7]([F:8])([F:9])[C:6]([NH:24][C:20]1[C:19]2[CH:18]=[CH:17][C:16]([CH3:25])=[C:15]([I:14])[C:23]=2[O:22][N:21]=1)=[O:11]. The catalyst class is: 2. (4) Reactant: O.O.O.[F-].C([N+](CCCC)(CCCC)CCCC)CCC.[N+:22]([CH3:25])([O-:24])=[O:23].[CH2:26]([O:28][C:29](=[O:45])[CH:30]=[C:31]1[CH2:36][CH2:35][C:34]([N:42]([CH3:44])[CH3:43])([C:37]2[S:38][CH:39]=[CH:40][CH:41]=2)[CH2:33][CH2:32]1)[CH3:27]. Product: [CH2:26]([O:28][C:29](=[O:45])[CH2:30][C:31]1([CH2:25][N+:22]([O-:24])=[O:23])[CH2:36][CH2:35][C:34]([N:42]([CH3:43])[CH3:44])([C:37]2[S:38][CH:39]=[CH:40][CH:41]=2)[CH2:33][CH2:32]1)[CH3:27]. The catalyst class is: 7.